From a dataset of Catalyst prediction with 721,799 reactions and 888 catalyst types from USPTO. Predict which catalyst facilitates the given reaction. Reactant: FC(F)(F)C(O)=O.[Cl:8][C:9]1[CH:14]=[CH:13][C:12]([C:15]([NH:17][CH2:18][C:19]([O:21]C(C)(C)C)=[O:20])=[O:16])=[C:11]([NH:26][C:27]([NH:29][C:30]2[C:35]([CH3:36])=[CH:34][CH:33]=[CH:32][C:31]=2[CH3:37])=[O:28])[CH:10]=1. Product: [Cl:8][C:9]1[CH:14]=[CH:13][C:12]([C:15]([NH:17][CH2:18][C:19]([OH:21])=[O:20])=[O:16])=[C:11]([NH:26][C:27]([NH:29][C:30]2[C:35]([CH3:36])=[CH:34][CH:33]=[CH:32][C:31]=2[CH3:37])=[O:28])[CH:10]=1. The catalyst class is: 4.